This data is from Merck oncology drug combination screen with 23,052 pairs across 39 cell lines. The task is: Regression. Given two drug SMILES strings and cell line genomic features, predict the synergy score measuring deviation from expected non-interaction effect. (1) Drug 1: CCC1(O)CC2CN(CCc3c([nH]c4ccccc34)C(C(=O)OC)(c3cc4c(cc3OC)N(C)C3C(O)(C(=O)OC)C(OC(C)=O)C5(CC)C=CCN6CCC43C65)C2)C1. Drug 2: Cn1cc(-c2cnn3c(N)c(Br)c(C4CCCNC4)nc23)cn1. Cell line: OVCAR3. Synergy scores: synergy=-24.8. (2) Drug 1: O=P1(N(CCCl)CCCl)NCCCO1. Drug 2: Cn1nnc2c(C(N)=O)ncn2c1=O. Cell line: MDAMB436. Synergy scores: synergy=-4.16. (3) Drug 1: NC1(c2ccc(-c3nc4ccn5c(=O)[nH]nc5c4cc3-c3ccccc3)cc2)CCC1. Drug 2: COC1=C2CC(C)CC(OC)C(O)C(C)C=C(C)C(OC(N)=O)C(OC)C=CC=C(C)C(=O)NC(=CC1=O)C2=O. Cell line: NCIH520. Synergy scores: synergy=-23.1. (4) Drug 1: N.N.O=C(O)C1(C(=O)O)CCC1.[Pt]. Drug 2: CCN(CC)CCNC(=O)c1c(C)[nH]c(C=C2C(=O)Nc3ccc(F)cc32)c1C. Cell line: UACC62. Synergy scores: synergy=7.67. (5) Drug 1: CS(=O)(=O)CCNCc1ccc(-c2ccc3ncnc(Nc4ccc(OCc5cccc(F)c5)c(Cl)c4)c3c2)o1. Drug 2: CNC(=O)c1cc(Oc2ccc(NC(=O)Nc3ccc(Cl)c(C(F)(F)F)c3)cc2)ccn1. Cell line: NCIH2122. Synergy scores: synergy=14.9. (6) Drug 1: CS(=O)(=O)CCNCc1ccc(-c2ccc3ncnc(Nc4ccc(OCc5cccc(F)c5)c(Cl)c4)c3c2)o1. Drug 2: Cn1cc(-c2cnn3c(N)c(Br)c(C4CCCNC4)nc23)cn1. Cell line: RPMI7951. Synergy scores: synergy=5.42.